From a dataset of Full USPTO retrosynthesis dataset with 1.9M reactions from patents (1976-2016). Predict the reactants needed to synthesize the given product. (1) Given the product [F:12][C:11]([F:14])([F:13])[CH:10]([OH:15])[CH2:9][CH2:8][NH:7][CH3:6], predict the reactants needed to synthesize it. The reactants are: C(O[C:6](=O)[NH:7][CH2:8][CH2:9][CH:10]([OH:15])[C:11]([F:14])([F:13])[F:12])(C)(C)C.[H-].[Al+3].[Li+].[H-].[H-].[H-]. (2) Given the product [CH2:34]([O:36][C:37](=[O:40])[CH2:38][CH2:39][N:4]([CH:1]([CH3:3])[CH3:2])[CH2:5][C:6](=[O:7])[N:8]1[C:16]2[C:11](=[CH:12][C:13]([O:17][CH2:18][C:19]3[S:20][C:21]([C:30]([F:32])([F:33])[F:31])=[C:22]([C:24]4[CH:25]=[CH:26][CH:27]=[CH:28][CH:29]=4)[CH:23]=3)=[CH:14][CH:15]=2)[CH2:10][CH2:9]1)[CH3:35], predict the reactants needed to synthesize it. The reactants are: [CH:1]([NH:4][CH2:5][C:6]([N:8]1[C:16]2[C:11](=[CH:12][C:13]([O:17][CH2:18][C:19]3[S:20][C:21]([C:30]([F:33])([F:32])[F:31])=[C:22]([C:24]4[CH:29]=[CH:28][CH:27]=[CH:26][CH:25]=4)[CH:23]=3)=[CH:14][CH:15]=2)[CH2:10][CH2:9]1)=[O:7])([CH3:3])[CH3:2].[CH2:34]([O:36][C:37](=[O:40])[CH:38]=[CH2:39])[CH3:35]. (3) Given the product [CH:1]1([C@@H:4]([C:11]2[CH:35]=[CH:34][C:14]3[O:15][CH2:16][CH:17]([C:19]4[CH:24]=[CH:23][C:22]([C:25]5[CH:30]=[C:29]([O:31][CH3:32])[CH:28]=[CH:27][C:26]=5[F:33])=[CH:21][N:20]=4)[O:18][C:13]=3[CH:12]=2)[C@H:5]([CH3:10])[C:6]([OH:8])=[O:7])[CH2:3][CH2:2]1, predict the reactants needed to synthesize it. The reactants are: [CH:1]1([C@@H:4]([C:11]2[CH:35]=[CH:34][C:14]3[O:15][CH2:16][CH:17]([C:19]4[CH:24]=[CH:23][C:22]([C:25]5[CH:30]=[C:29]([O:31][CH3:32])[CH:28]=[CH:27][C:26]=5[F:33])=[CH:21][N:20]=4)[O:18][C:13]=3[CH:12]=2)[C@H:5]([CH3:10])[C:6]([O:8]C)=[O:7])[CH2:3][CH2:2]1.CO.[Li+].[OH-].Cl.